From a dataset of hERG Central: cardiac toxicity at 1µM, 10µM, and general inhibition. Predict hERG channel inhibition at various concentrations. (1) The drug is Cc1ccc(S(=O)(=O)N2CCN(Cc3cc(=O)n4ccccc4n3)CC2)c(C)c1. Results: hERG_inhib (hERG inhibition (general)): blocker. (2) The drug is O=C(CSc1nnc(-c2cccnc2)n1CCN1CCCCC1)Nc1cccc(Cl)c1. Results: hERG_inhib (hERG inhibition (general)): blocker. (3) The compound is O=Cc1ccc(OCCCOc2cccc3cccnc23)cc1. Results: hERG_inhib (hERG inhibition (general)): blocker.